This data is from Reaction yield outcomes from USPTO patents with 853,638 reactions. The task is: Predict the reaction yield, written as a fraction of the theoretical maximum amount of product (1.0 means a 100% yield; for example, 0.34 means a 34% yield). (1) The reactants are [NH2:1][C:2]1[C:11]2[C:6](=[C:7](Br)[CH:8]=[CH:9][CH:10]=2)[N:5]=[N:4][C:3]=1[C:13]([NH:15][CH2:16][CH2:17][CH3:18])=[O:14].[CH3:19][O:20][C:21]1[CH:26]=[CH:25][C:24]([O:27][CH3:28])=[CH:23][C:22]=1B(O)O. The product is [NH2:1][C:2]1[C:11]2[C:6](=[C:7]([C:25]3[CH:26]=[C:21]([O:20][CH3:19])[CH:22]=[CH:23][C:24]=3[O:27][CH3:28])[CH:8]=[CH:9][CH:10]=2)[N:5]=[N:4][C:3]=1[C:13]([NH:15][CH2:16][CH2:17][CH3:18])=[O:14]. The catalyst is [Pd](Cl)Cl.C1(P(C2C=CC=CC=2)C2C=CC=CC=2)C=CC=CC=1.C1(P(C2C=CC=CC=2)C2C=CC=CC=2)C=CC=CC=1. The yield is 0.877. (2) The reactants are [Cl:1][C:2]1[CH:18]=[CH:17][C:5]2[CH2:6][CH2:7][N:8]([C:11](=[O:16])[C:12]([F:15])([F:14])[F:13])[CH2:9][CH2:10][C:4]=2[C:3]=1OS(C(F)(F)F)(=O)=O.[CH3:27][C:28]([CH3:43])([CH3:42])[C:29]([NH:31][CH2:32][CH2:33][C:34]1[CH:41]=[CH:40][C:37]([CH2:38][NH2:39])=[CH:36][CH:35]=1)=[O:30]. No catalyst specified. The product is [Cl:1][C:2]1[CH:18]=[CH:17][C:5]2[CH2:6][CH2:7][N:8]([C:11](=[O:16])[C:12]([F:15])([F:14])[F:13])[CH2:9][CH2:10][C:4]=2[C:3]=1[NH:39][CH2:38][C:37]1[CH:40]=[CH:41][C:34]([CH2:33][CH2:32][NH:31][C:29](=[O:30])[C:28]([CH3:42])([CH3:27])[CH3:43])=[CH:35][CH:36]=1. The yield is 0.700. (3) The reactants are O=C1C2C(=CC=CC=2)C(=O)[N:3]1[O:12][CH2:13][CH2:14][NH:15][C:16](=[O:22])[O:17][C:18]([CH3:21])([CH3:20])[CH3:19].COCCON1C(=O)C2C(=CC=CC=2)C1=O. No catalyst specified. The product is [NH2:3][O:12][CH2:13][CH2:14][NH:15][C:16](=[O:22])[O:17][C:18]([CH3:20])([CH3:19])[CH3:21]. The yield is 0.580.